Predict the product of the given reaction. From a dataset of Forward reaction prediction with 1.9M reactions from USPTO patents (1976-2016). (1) Given the reactants [F:1][C:2]1[CH:7]=[CH:6][C:5]([C:8]2[CH:9]=[CH:10][C:11]3[N:12]([C:14]([S:17][C:18]4[CH:23]=[CH:22][C:21]([N+:24]([O-])=O)=[CH:20][CH:19]=4)=[N:15][N:16]=3)[CH:13]=2)=[CH:4][CH:3]=1.Cl, predict the reaction product. The product is: [F:1][C:2]1[CH:3]=[CH:4][C:5]([C:8]2[CH:9]=[CH:10][C:11]3[N:12]([C:14]([S:17][C:18]4[CH:23]=[CH:22][C:21]([NH2:24])=[CH:20][CH:19]=4)=[N:15][N:16]=3)[CH:13]=2)=[CH:6][CH:7]=1. (2) Given the reactants [CH:1]([CH:4]1[CH:8]2[C:9]3[C:10]([NH2:15])=[CH:11][CH:12]=[CH:13][C:14]=3[CH:5]1[CH2:6][CH2:7]2)([CH3:3])[CH3:2].[H][H], predict the reaction product. The product is: [CH:1]([CH:4]1[CH:8]2[CH:9]3[CH:14]([CH:5]1[CH2:6][CH2:7]2)[CH2:13][CH2:12][CH2:11][CH:10]3[NH2:15])([CH3:3])[CH3:2]. (3) The product is: [F:1][C:2]([F:15])([F:14])[S:3]([O:6][C:17]1[CH:18]=[CH:19][CH:20]=[C:21]2[C:26]=1[CH2:25][N:24]([C:27]([O:29][C@H:30]1[CH2:34][N:33]([C:35]([O:37][C:38]([CH3:41])([CH3:40])[CH3:39])=[O:36])[C@H:32]([C:42]([O:44][CH3:45])=[O:43])[CH2:31]1)=[O:28])[CH2:23][CH2:22]2)(=[O:5])=[O:4]. Given the reactants [F:1][C:2]([F:15])([F:14])[S:3]([O:6]S(C(F)(F)F)(=O)=O)(=[O:5])=[O:4].O[C:17]1[CH:18]=[CH:19][CH:20]=[C:21]2[C:26]=1[CH2:25][N:24]([C:27]([O:29][C@H:30]1[CH2:34][N:33]([C:35]([O:37][C:38]([CH3:41])([CH3:40])[CH3:39])=[O:36])[C@H:32]([C:42]([O:44][CH3:45])=[O:43])[CH2:31]1)=[O:28])[CH2:23][CH2:22]2.CCN(CC)CC.C([O-])(O)=O.[Na+], predict the reaction product. (4) Given the reactants [CH3:1][O:2][C:3]1[CH:4]=[C:5]([CH:17]=[CH:18][CH:19]=1)[O:6][C:7]1[CH:8]=[C:9]([CH:14]=[CH:15][CH:16]=1)[C:10](OC)=[O:11].O.[NH2:21][NH2:22], predict the reaction product. The product is: [CH3:1][O:2][C:3]1[CH:4]=[C:5]([CH:17]=[CH:18][CH:19]=1)[O:6][C:7]1[CH:16]=[CH:15][CH:14]=[C:9]([C:10]([NH:21][NH2:22])=[O:11])[CH:8]=1. (5) The product is: [CH2:21]([O:23][C:24](=[O:37])[C:25]([CH3:27])([O:28][C:29]1[CH:34]=[CH:33][C:32]([O:10][CH2:9][CH2:8][C:7]2[C:2]([CH3:1])=[N:3][C:4]([C:11]3[CH:16]=[CH:15][C:14]([C:17]([F:18])([F:20])[F:19])=[CH:13][CH:12]=3)=[CH:5][CH:6]=2)=[CH:31][C:30]=1[CH3:36])[CH3:26])[CH3:22]. Given the reactants [CH3:1][C:2]1[C:7]([CH2:8][CH2:9][OH:10])=[CH:6][CH:5]=[C:4]([C:11]2[CH:16]=[CH:15][C:14]([C:17]([F:20])([F:19])[F:18])=[CH:13][CH:12]=2)[N:3]=1.[CH2:21]([O:23][C:24](=[O:37])[C:25]([O:28][C:29]1[CH:34]=[CH:33][C:32](O)=[CH:31][C:30]=1[CH3:36])([CH3:27])[CH3:26])[CH3:22].C(P(CCCC)CCCC)CCC.CN(C)C(N=NC(N(C)C)=O)=O, predict the reaction product.